From a dataset of Reaction yield outcomes from USPTO patents with 853,638 reactions. Predict the reaction yield, written as a fraction of the theoretical maximum amount of product (1.0 means a 100% yield; for example, 0.34 means a 34% yield). (1) The reactants are [CH:1]1[C:10]2[C:5](=[CH:6][CH:7]=[CH:8][CH:9]=2)[CH:4]=[C:3]([NH:11][C:12]2[NH:13][C:14]3[C:20]([C:21](O)=[O:22])=[CH:19][CH:18]=[CH:17][C:15]=3[N:16]=2)[N:2]=1.CN(C(ON1N=NC2C=CC=CC1=2)=[N+](C)C)C.F[P-](F)(F)(F)(F)F.S(O)(O)(=O)=O.[NH2:53][C:54]1[NH:55][CH:56]=[CH:57][N:58]=1. No catalyst specified. The product is [NH:55]1[CH:56]=[CH:57][N:58]=[C:54]1[NH:53][C:21]([C:20]1[C:14]2[NH:13][C:12]([NH:11][C:3]3[N:2]=[CH:1][C:10]4[C:5]([CH:4]=3)=[CH:6][CH:7]=[CH:8][CH:9]=4)=[N:16][C:15]=2[CH:17]=[CH:18][CH:19]=1)=[O:22]. The yield is 0.150. (2) The reactants are [CH3:1][N:2]1[CH2:7][CH2:6][N:5]([C:8]2[N:13]3[CH:14]=[C:15]([CH:17]=O)[N:16]=[C:12]3[CH:11]=[CH:10][CH:9]=2)[CH2:4][CH2:3]1.[CH3:19][O:20][C:21]1[CH:26]=[CH:25][C:24]([C@@H:27]([NH:29][C@@H:30]2[C:39]3[N:38]=[CH:37][CH:36]=[CH:35][C:34]=3[CH2:33][CH2:32][CH2:31]2)[CH3:28])=[CH:23][CH:22]=1.C(O)(=O)C.C(O[BH-](OC(=O)C)OC(=O)C)(=O)C.[Na+]. The catalyst is ClC(Cl)C.ClCCl. The product is [CH3:19][O:20][C:21]1[CH:22]=[CH:23][C:24]([C@@H:27]([N:29]([CH2:17][C:15]2[N:16]=[C:12]3[CH:11]=[CH:10][CH:9]=[C:8]([N:5]4[CH2:4][CH2:3][N:2]([CH3:1])[CH2:7][CH2:6]4)[N:13]3[CH:14]=2)[C@@H:30]2[C:39]3[N:38]=[CH:37][CH:36]=[CH:35][C:34]=3[CH2:33][CH2:32][CH2:31]2)[CH3:28])=[CH:25][CH:26]=1. The yield is 0.870. (3) The reactants are [CH2:1]([CH:8]1[C:14](=[O:15])[CH2:13][CH:12]2[CH2:16][CH:9]1[CH2:10][CH2:11]2)[C:2]1[CH:7]=[CH:6][CH:5]=[CH:4][N:3]=1.CC([O-])(C)C.[K+].C1COCC1.[N:28](OCCC(C)C)=[O:29].Cl. The catalyst is C1COCC1. The product is [CH2:1]([CH:8]1[C:14](=[O:15])[C:13](=[N:28][OH:29])[CH:12]2[CH2:16][CH:9]1[CH2:10][CH2:11]2)[C:2]1[CH:7]=[CH:6][CH:5]=[CH:4][N:3]=1. The yield is 0.410. (4) The catalyst is C1COCC1. The product is [Si:1]([O:8][CH2:9][C@H:10]([CH3:11])[O:12][C:14]1[CH:15]=[C:16]([CH:21]=[C:22]([O:24][CH2:25][C:26]2[CH:31]=[CH:30][CH:29]=[CH:28][CH:27]=2)[CH:23]=1)[C:17]([O:19][CH3:20])=[O:18])([C:4]([CH3:7])([CH3:6])[CH3:5])([CH3:3])[CH3:2]. The yield is 0.800. The reactants are [Si:1]([O:8][CH2:9][C@H:10]([OH:12])[CH3:11])([C:4]([CH3:7])([CH3:6])[CH3:5])([CH3:3])[CH3:2].O[C:14]1[CH:15]=[C:16]([CH:21]=[C:22]([O:24][CH2:25][C:26]2[CH:31]=[CH:30][CH:29]=[CH:28][CH:27]=2)[CH:23]=1)[C:17]([O:19][CH3:20])=[O:18].C1(P(C2C=CC=CC=2)C2C=CC=CC=2)C=CC=CC=1.CC(OC(/N=N/C(OC(C)C)=O)=O)C.